Dataset: Full USPTO retrosynthesis dataset with 1.9M reactions from patents (1976-2016). Task: Predict the reactants needed to synthesize the given product. (1) Given the product [CH:1]([C:4]1[CH:9]=[CH:8][CH:7]=[C:6]([CH:10]([CH3:12])[CH3:11])[C:5]=1[N:13]=[C:14]([C:16]1[CH:17]=[C:18]([O:66][C:63]2[CH:64]=[CH:65][C:60]([CH2:32][CH2:35][OH:36])=[CH:61][CH:62]=2)[C:19]2[C:20]3[C:50]4[C:28]([C:29]5[C:34]=2[C:33]=1[C:32]([C:35](=[N:37][C:38]1[C:43]([CH:44]([CH3:46])[CH3:45])=[CH:42][CH:41]=[CH:40][C:39]=1[CH:47]([CH3:49])[CH3:48])[OH:36])=[CH:31][CH:30]=5)=[C:27]([O:66][C:63]1[CH:64]=[CH:65][C:60]([CH2:16][CH2:14][OH:15])=[CH:61][CH:62]=1)[CH:26]=[C:25]([C:52]([OH:54])=[O:53])[C:24]=4[C:23]([C:55]([OH:57])=[O:56])=[CH:22][CH:21]=3)[OH:15])([CH3:3])[CH3:2], predict the reactants needed to synthesize it. The reactants are: [CH:1]([C:4]1[CH:9]=[CH:8][CH:7]=[C:6]([CH:10]([CH3:12])[CH3:11])[C:5]=1[N:13]=[C:14]([C:16]1[CH:17]=[C:18](Br)[C:19]2[C:20]3[C:50]4[C:28]([C:29]5[C:34]=2[C:33]=1[C:32]([C:35](=[N:37][C:38]1[C:43]([CH:44]([CH3:46])[CH3:45])=[CH:42][CH:41]=[CH:40][C:39]=1[CH:47]([CH3:49])[CH3:48])[OH:36])=[CH:31][CH:30]=5)=[C:27](Br)[CH:26]=[C:25]([C:52]([OH:54])=[O:53])[C:24]=4[C:23]([C:55]([OH:57])=[O:56])=[CH:22][CH:21]=3)[OH:15])([CH3:3])[CH3:2].O[C:60]1[CH:65]=[CH:64][C:63]([OH:66])=[CH:62][CH:61]=1. (2) Given the product [Br:1][C:2]1[CH:10]=[C:9]([C:11]([O:13][CH2:14][CH3:15])=[O:12])[C:5]2[NH:6][CH:7]=[N:8][C:4]=2[CH:3]=1, predict the reactants needed to synthesize it. The reactants are: [Br:1][C:2]1[CH:10]=[C:9]([C:11]([OH:13])=[O:12])[C:5]2[NH:6][CH:7]=[N:8][C:4]=2[CH:3]=1.[C:14](Cl)(=O)[C:15](Cl)=O.C(O)C. (3) The reactants are: FC1C=C([N+]([O-])=O)C=CC=1OC1[C:6]2[S:13][C:12]([S:14]([CH3:16])=[O:15])=[CH:11][C:7]=2N=CN=1.[F:24][C:25]1[CH:26]=[C:27]([NH:43][C:44]([NH:46][C:47](=[O:55])[CH2:48][C:49]2[CH:54]=[CH:53][CH:52]=[CH:51][CH:50]=2)=[S:45])[CH:28]=[CH:29][C:30]=1[O:31][C:32]1C2SC(SC)=CC=2[N:35]=[CH:36][N:37]=1. Given the product [F:24][C:25]1[CH:26]=[C:27]([NH:43][C:44]([NH:46][C:47](=[O:55])[CH2:48][C:49]2[CH:50]=[CH:51][CH:52]=[CH:53][CH:54]=2)=[S:45])[CH:28]=[CH:29][C:30]=1[O:31][C:32]1[C:7]2[CH:11]=[C:12]([S:14]([CH3:16])=[O:15])[S:13][C:6]=2[N:35]=[CH:36][N:37]=1, predict the reactants needed to synthesize it. (4) Given the product [F:35][C:2]([F:1])([F:34])[C:3]1[CH:4]=[CH:5][C:6]([NH:9][C:10]([C:12]2[C:16]([CH3:17])=[C:15]([C:18]3[CH:23]=[CH:22][C:21]([OH:24])=[CH:20][CH:19]=3)[N:14]([C:26]3[CH:31]=[CH:30][C:29]([Cl:32])=[CH:28][C:27]=3[Cl:33])[N:13]=2)=[O:11])=[N:7][CH:8]=1, predict the reactants needed to synthesize it. The reactants are: [F:1][C:2]([F:35])([F:34])[C:3]1[CH:4]=[CH:5][C:6]([NH:9][C:10]([C:12]2[C:16]([CH3:17])=[C:15]([C:18]3[CH:23]=[CH:22][C:21]([O:24]C)=[CH:20][CH:19]=3)[N:14]([C:26]3[CH:31]=[CH:30][C:29]([Cl:32])=[CH:28][C:27]=3[Cl:33])[N:13]=2)=[O:11])=[N:7][CH:8]=1.B(Br)(Br)Br. (5) The reactants are: [NH:1]1[CH:5]=[C:4]([C:6]2[CH:11]=[C:10]([C:12]3[N:13]=[N:14][N:15](CC4C=CC(OC)=CC=4)[C:16]=3[C:17]([F:20])([F:19])[F:18])[CH:9]=[CH:8][N:7]=2)[N:3]=[CH:2]1.Br[CH2:31][CH2:32][C:33]1[CH:38]=[CH:37][C:36]([CH3:39])=[CH:35][CH:34]=1.C([O-])([O-])=O.[Cs+].[Cs+]. Given the product [CH3:39][C:36]1[CH:37]=[CH:38][C:33]([CH2:32][CH2:31][N:1]2[CH:5]=[C:4]([C:6]3[CH:11]=[C:10]([C:12]4[N:13]=[N:14][NH:15][C:16]=4[C:17]([F:20])([F:19])[F:18])[CH:9]=[CH:8][N:7]=3)[N:3]=[CH:2]2)=[CH:34][CH:35]=1, predict the reactants needed to synthesize it. (6) Given the product [CH2:1]([C:3]1[C:4]([OH:25])=[CH:5][C:6]([OH:23])=[C:7]([N:9]2[C:13]3[CH:14]=[CH:15][C:16]([C:18]([F:21])([F:20])[F:19])=[CH:17][C:12]=3[NH:11][C:10]2=[O:22])[CH:8]=1)[CH3:2], predict the reactants needed to synthesize it. The reactants are: [CH2:1]([C:3]1[C:4]([O:25]C)=[CH:5][C:6]([O:23]C)=[C:7]([N:9]2[C:13]3[CH:14]=[CH:15][C:16]([C:18]([F:21])([F:20])[F:19])=[CH:17][C:12]=3[NH:11][C:10]2=[O:22])[CH:8]=1)[CH3:2].B(Br)(Br)Br.C(=O)([O-])O.